From a dataset of Full USPTO retrosynthesis dataset with 1.9M reactions from patents (1976-2016). Predict the reactants needed to synthesize the given product. (1) Given the product [N:41]1([CH2:40][CH2:39][O:38][C:35]2[CH:36]=[CH:37][C:32]([C:24]3[O:23][C:19]4[N:20]=[CH:21][CH:22]=[C:17]([NH:16][CH2:15][CH2:14][N:11]5[CH2:12][CH2:13][NH:8][CH2:9][CH2:10]5)[C:18]=4[C:25]=3[C:26]3[CH:27]=[CH:28][CH:29]=[CH:30][CH:31]=3)=[CH:33][CH:34]=2)[CH2:46][CH2:45][O:44][CH2:43][CH2:42]1, predict the reactants needed to synthesize it. The reactants are: C(OC([N:8]1[CH2:13][CH2:12][N:11]([CH2:14][CH2:15][NH:16][C:17]2[CH:22]=[CH:21][N:20]=[C:19]3[O:23][C:24]([C:32]4[CH:37]=[CH:36][C:35]([O:38][CH2:39][CH2:40][N:41]5[CH2:46][CH2:45][O:44][CH2:43][CH2:42]5)=[CH:34][CH:33]=4)=[C:25]([C:26]4[CH:31]=[CH:30][CH:29]=[CH:28][CH:27]=4)[C:18]=23)[CH2:10][CH2:9]1)=O)(C)(C)C.FC(F)(F)C(O)=O. (2) Given the product [Br:24][C:20]1[N:19]=[C:18]([CH2:17][N:8]2[C:9]3[C:14](=[CH:13][CH:12]=[CH:11][CH:10]=3)[C:15](=[O:16])[C:6]([C:4]([C:27]3[CH:32]=[N:31][C:30]([O:33][CH3:34])=[C:29]([CH3:35])[CH:28]=3)=[O:5])=[CH:7]2)[CH:23]=[CH:22][CH:21]=1, predict the reactants needed to synthesize it. The reactants are: CON(C)[C:4]([C:6]1[C:15](=[O:16])[C:14]2[C:9](=[CH:10][CH:11]=[CH:12][CH:13]=2)[N:8]([CH2:17][C:18]2[CH:23]=[CH:22][CH:21]=[C:20]([Br:24])[N:19]=2)[CH:7]=1)=[O:5].I[C:27]1[CH:28]=[C:29]([CH3:35])[C:30]([O:33][CH3:34])=[N:31][CH:32]=1.C([Mg]Cl)(C)C. (3) Given the product [C:1]([O:5][C:6](=[O:21])[NH:7][C:8]1[CH:13]=[C:12]([N:14]([CH:16]([CH3:17])[CH3:18])[CH3:15])[C:11]([Cl:19])=[CH:10][C:9]=1[NH:20][C:27](=[O:26])[CH2:28][C:29](=[O:49])[C:30]1[CH:35]=[CH:34][CH:33]=[C:32]([N:36]2[C:40]([CH2:41][O:42][CH:43]3[CH2:48][CH2:47][CH2:46][CH2:45][O:44]3)=[CH:39][N:38]=[N:37]2)[CH:31]=1)([CH3:3])([CH3:2])[CH3:4], predict the reactants needed to synthesize it. The reactants are: [C:1]([O:5][C:6](=[O:21])[NH:7][C:8]1[CH:13]=[C:12]([N:14]([CH:16]([CH3:18])[CH3:17])[CH3:15])[C:11]([Cl:19])=[CH:10][C:9]=1[NH2:20])([CH3:4])([CH3:3])[CH3:2].C([O:26][C:27](=O)[CH2:28][C:29](=[O:49])[C:30]1[CH:35]=[CH:34][CH:33]=[C:32]([N:36]2[C:40]([CH2:41][O:42][CH:43]3[CH2:48][CH2:47][CH2:46][CH2:45][O:44]3)=[CH:39][N:38]=[N:37]2)[CH:31]=1)(C)(C)C. (4) Given the product [C:27]([O:26][C:25]([NH:24][CH2:23][C:19]1[CH:18]=[C:17]2[CH:4]=[C:2]([C:1]([OH:6])=[O:5])[NH:15][C:16]2=[N:21][C:20]=1[CH3:22])=[O:31])([CH3:30])([CH3:29])[CH3:28], predict the reactants needed to synthesize it. The reactants are: [C:1]([OH:6])(=[O:5])[C:2]([CH3:4])=O.N12CCN(CC1)CC2.[NH2:15][C:16]1[N:21]=[C:20]([CH3:22])[C:19]([CH2:23][NH:24][C:25](=[O:31])[O:26][C:27]([CH3:30])([CH3:29])[CH3:28])=[CH:18][C:17]=1I.